From a dataset of Reaction yield outcomes from USPTO patents with 853,638 reactions. Predict the reaction yield, written as a fraction of the theoretical maximum amount of product (1.0 means a 100% yield; for example, 0.34 means a 34% yield). (1) The reactants are Cl.[CH3:2][O:3][C:4](=[O:24])[CH2:5][C@H:6]1[CH2:11][CH2:10][C@H:9]([C:12]2[CH:17]=[CH:16][C:15]([NH:18][C:19](=[O:23])[CH2:20][CH2:21][NH2:22])=[CH:14][CH:13]=2)[CH2:8][CH2:7]1.CCN=C=NCCCN(C)C.[Cl:36][C:37]1[CH:42]=[CH:41][CH:40]=[C:39]([Cl:43])[C:38]=1[C:44]1[O:45][C:46]([C:52]([F:55])([F:54])[F:53])=[C:47]([C:49](O)=[O:50])[N:48]=1.C1C=CC2N(O)N=NC=2C=1.C(N(C(C)C)C(C)C)C.C([O-])(O)=O.[Na+]. The catalyst is ClCCl. The product is [CH3:2][O:3][C:4](=[O:24])[CH2:5][C@H:6]1[CH2:7][CH2:8][C@H:9]([C:12]2[CH:13]=[CH:14][C:15]([NH:18][C:19](=[O:23])[CH2:20][CH2:21][NH:22][C:49]([C:47]3[N:48]=[C:44]([C:38]4[C:37]([Cl:36])=[CH:42][CH:41]=[CH:40][C:39]=4[Cl:43])[O:45][C:46]=3[C:52]([F:55])([F:54])[F:53])=[O:50])=[CH:16][CH:17]=2)[CH2:10][CH2:11]1. The yield is 0.910. (2) The reactants are [CH2:1]([O:8][C:9]1[CH:17]=[CH:16][C:12]([C:13]([OH:15])=O)=[CH:11][CH:10]=1)[C:2]1[CH:7]=[CH:6][CH:5]=[CH:4][CH:3]=1.[NH2:18][C:19]1[C:20](=[O:30])[N:21]([CH2:27][CH2:28][CH3:29])[C:22](=[O:26])[NH:23][C:24]=1[NH2:25].CCN=C=NCCCN(C)C. The catalyst is CO. The product is [NH2:25][C:24]1[NH:23][C:22](=[O:26])[N:21]([CH2:27][CH2:28][CH3:29])[C:20](=[O:30])[C:19]=1[NH:18][C:13](=[O:15])[C:12]1[CH:11]=[CH:10][C:9]([O:8][CH2:1][C:2]2[CH:3]=[CH:4][CH:5]=[CH:6][CH:7]=2)=[CH:17][CH:16]=1. The yield is 0.380.